Dataset: Forward reaction prediction with 1.9M reactions from USPTO patents (1976-2016). Task: Predict the product of the given reaction. (1) Given the reactants [C:1]([O:3][CH2:4][CH3:5])#[CH:2].C(OC=CB(C=COCC)C=COCC)C.Cl[C:23]1[CH:28]=[CH:27][N:26]=[C:25]([S:29][CH3:30])[N:24]=1.C1C=CC(P(C2C=CC=CC=2)C2C=CC=CC=2)=CC=1.[OH-].[Na+], predict the reaction product. The product is: [CH2:1]([O:3][CH:4]=[CH:5][C:23]1[CH:28]=[CH:27][N:26]=[C:25]([S:29][CH3:30])[N:24]=1)[CH3:2]. (2) Given the reactants [Cl:1][C:2]1[C:3]2[C:10]([CH:11]([C:13]3[CH:18]=[CH:17][CH:16]=[CH:15][CH:14]=3)O)=[CH:9][NH:8][C:4]=2[N:5]=[CH:6][N:7]=1.C([SiH](CC)CC)C.FC(F)(F)C(O)=O, predict the reaction product. The product is: [CH2:11]([C:10]1[C:3]2[C:2]([Cl:1])=[N:7][CH:6]=[N:5][C:4]=2[NH:8][CH:9]=1)[C:13]1[CH:18]=[CH:17][CH:16]=[CH:15][CH:14]=1. (3) Given the reactants [Br:1][C:2]1[CH:3]=[C:4]([C@:9]([OH:22])([CH2:12][CH2:13][O:14][Si:15]([C:18]([CH3:21])([CH3:20])[CH3:19])([CH3:17])[CH3:16])[CH2:10][OH:11])[CH:5]=[CH:6][C:7]=1[F:8].[CH3:23][S:24](Cl)(=[O:26])=[O:25].C(N(CC)CC)C.O, predict the reaction product. The product is: [CH3:23][S:24]([O:11][CH2:10][C@@:9]([C:4]1[CH:5]=[CH:6][C:7]([F:8])=[C:2]([Br:1])[CH:3]=1)([OH:22])[CH2:12][CH2:13][O:14][Si:15]([C:18]([CH3:19])([CH3:21])[CH3:20])([CH3:16])[CH3:17])(=[O:26])=[O:25].